Dataset: Full USPTO retrosynthesis dataset with 1.9M reactions from patents (1976-2016). Task: Predict the reactants needed to synthesize the given product. (1) Given the product [CH3:29][N:30]1[C:38]([CH3:39])=[C:37]2[C:32]([CH:33]=[C:34]([NH:40][C:2]3[N:7]=[C:6]([NH:8][CH:9]4[CH2:10][CH2:11][C:12]5([CH2:13][CH2:14][N:15]([C:18]([O:20][C:21]([CH3:24])([CH3:22])[CH3:23])=[O:19])[CH2:16][CH2:17]5)[CH2:25][CH2:26]4)[C:5]([CH3:27])=[CH:4][N:3]=3)[CH:35]=[CH:36]2)=[N:31]1, predict the reactants needed to synthesize it. The reactants are: Cl[C:2]1[N:7]=[C:6]([NH:8][CH:9]2[CH2:26][CH2:25][C:12]3([CH2:17][CH2:16][N:15]([C:18]([O:20][C:21]([CH3:24])([CH3:23])[CH3:22])=[O:19])[CH2:14][CH2:13]3)[CH2:11][CH2:10]2)[C:5]([CH3:27])=[CH:4][N:3]=1.Cl.[CH3:29][N:30]1[C:38]([CH3:39])=[C:37]2[C:32]([CH:33]=[C:34]([NH2:40])[CH:35]=[CH:36]2)=[N:31]1.C1C=CC(P(C2C(C3C(P(C4C=CC=CC=4)C4C=CC=CC=4)=CC=C4C=3C=CC=C4)=C3C(C=CC=C3)=CC=2)C2C=CC=CC=2)=CC=1.C(=O)([O-])[O-].[Cs+].[Cs+]. (2) Given the product [CH:1]([O:4][C:5]([N:7]1[CH2:8][CH2:9][CH:10]([NH:13][C:15]2[CH:16]=[C:17]([N:21]3[C:29]4[C:24](=[CH:25][C:26]([S:30]([CH3:33])(=[O:31])=[O:32])=[CH:27][CH:28]=4)[CH2:23][CH2:22]3)[N:18]=[CH:19][N:20]=2)[CH2:11][CH2:12]1)=[O:6])([CH3:3])[CH3:2], predict the reactants needed to synthesize it. The reactants are: [CH:1]([O:4][C:5]([N:7]1[CH2:12][CH2:11][CH:10]([NH2:13])[CH2:9][CH2:8]1)=[O:6])([CH3:3])[CH3:2].Cl[C:15]1[N:20]=[CH:19][N:18]=[C:17]([N:21]2[C:29]3[C:24](=[CH:25][C:26]([S:30]([CH3:33])(=[O:32])=[O:31])=[CH:27][CH:28]=3)[CH2:23][CH2:22]2)[CH:16]=1.C(N(C(C)C)CC)(C)C.